Dataset: Peptide-MHC class II binding affinity with 134,281 pairs from IEDB. Task: Regression. Given a peptide amino acid sequence and an MHC pseudo amino acid sequence, predict their binding affinity value. This is MHC class II binding data. (1) The peptide sequence is RLKGRSCDDWLGGSV. The MHC is H-2-IAd with pseudo-sequence H-2-IAd. The binding affinity (normalized) is 0.165. (2) The binding affinity (normalized) is 0.397. The MHC is DRB1_0802 with pseudo-sequence DRB1_0802. The peptide sequence is AFGVAATAANAAPAN. (3) The peptide sequence is SFILDGDNLFPKV. The MHC is HLA-DQA10501-DQB10201 with pseudo-sequence HLA-DQA10501-DQB10201. The binding affinity (normalized) is 0.571.